This data is from Full USPTO retrosynthesis dataset with 1.9M reactions from patents (1976-2016). The task is: Predict the reactants needed to synthesize the given product. (1) Given the product [Cl:8][C:4]1[CH:3]=[C:2]([C:13]#[C:12][C:10]([CH3:11])([OH:14])[CH3:9])[CH:7]=[CH:6][CH:5]=1, predict the reactants needed to synthesize it. The reactants are: Br[C:2]1[CH:7]=[CH:6][CH:5]=[C:4]([Cl:8])[CH:3]=1.[CH3:9][C:10]([OH:14])([C:12]#[CH:13])[CH3:11]. (2) Given the product [ClH:1].[CH2:33]([C:30]1[CH:29]=[CH:28][C:27]([C:25]2[O:24][N:23]=[C:22]([C:19]3[CH:20]=[CH:21][C:16]([CH2:15][NH:14][C@@H:12]4[CH2:13][C@H:10]([C:8]([OH:9])=[O:7])[CH2:11]4)=[CH:17][CH:18]=3)[N:26]=2)=[CH:32][CH:31]=1)[CH:34]([CH3:36])[CH3:35], predict the reactants needed to synthesize it. The reactants are: [ClH:1].O.C([O:7][C:8]([C@H:10]1[CH2:13][C@@H:12]([NH:14][CH2:15][C:16]2[CH:21]=[CH:20][C:19]([C:22]3[N:26]=[C:25]([C:27]4[CH:32]=[CH:31][C:30]([CH2:33][CH:34]([CH3:36])[CH3:35])=[CH:29][CH:28]=4)[O:24][N:23]=3)=[CH:18][CH:17]=2)[CH2:11]1)=[O:9])(C)(C)C.C(OCC)C. (3) The reactants are: [S:1]([C:5]([C:8]([C:11]([C:14]([F:17])([F:16])[F:15])([F:13])[F:12])([F:10])[F:9])([F:7])[F:6])([O-:4])(=[O:3])=[O:2].[K+].S([O-])(O)(=O)=O.[CH3:24][C:25]1[CH:30]=[CH:29][C:28]([I+:31][C:32]2[CH:37]=[CH:36][C:35]([CH2:38][CH:39]([CH3:41])[CH3:40])=[CH:34][CH:33]=2)=[CH:27][CH:26]=1.C(Cl)Cl. Given the product [S:1]([C:5]([C:8]([C:11]([C:14]([F:15])([F:16])[F:17])([F:12])[F:13])([F:10])[F:9])([F:7])[F:6])([O-:4])(=[O:3])=[O:2].[CH3:24][C:25]1[CH:26]=[CH:27][C:28]([I+:31][C:32]2[CH:37]=[CH:36][C:35]([CH2:38][CH:39]([CH3:41])[CH3:40])=[CH:34][CH:33]=2)=[CH:29][CH:30]=1, predict the reactants needed to synthesize it. (4) Given the product [Cl:1][C:2]1[CH:3]=[C:4]([C:5]2[O:6][CH:15]=[N:14][C:16]=2[CH3:17])[CH:7]=[CH:8][C:9]=1[C:10]([F:11])([F:12])[F:13], predict the reactants needed to synthesize it. The reactants are: [Cl:1][C:2]1[CH:3]=[C:4]([CH:7]=[CH:8][C:9]=1[C:10]([F:13])([F:12])[F:11])[CH:5]=[O:6].[N+:14]([CH:16](S(C1C=CC(C)=CC=1)(=O)=O)[CH3:17])#[C-:15].C([O-])([O-])=O.[K+].[K+]. (5) The reactants are: S(=O)(=O)(O)O.O.[CH3:7][O:8][C:9]1[CH:10]=[CH:11][C:12]2[C:13](=O)[C:14]3[C:19]([C:20]=2[CH:21]=1)=[CH:18][CH:17]=[CH:16][N:15]=3. Given the product [CH3:7][O:8][C:9]1[CH:10]=[CH:11][C:12]2[CH2:13][C@H:14]3[C@@H:19]([C:20]=2[CH:21]=1)[CH2:18][CH2:17][CH2:16][NH:15]3, predict the reactants needed to synthesize it. (6) Given the product [OH:8][C:9]1[C:14](=[O:15])[N:13]2[CH2:16][CH2:17][C:18](=[O:21])[N:19]([CH3:20])[C:12]2=[N:11][C:10]=1[C:22]([O:24][CH2:25][CH3:26])=[O:23], predict the reactants needed to synthesize it. The reactants are: C([O:8][C:9]1[C:14](=[O:15])[N:13]2[CH2:16][CH2:17][C:18](=[O:21])[N:19]([CH3:20])[C:12]2=[N:11][C:10]=1[C:22]([O:24][CH2:25][CH3:26])=[O:23])C1C=CC=CC=1.FC(F)(F)C(O)=O.